Predict the product of the given reaction. From a dataset of Forward reaction prediction with 1.9M reactions from USPTO patents (1976-2016). Given the reactants [F:1][C:2]1[C:7]([O:8][C:9]2[CH:14]=[CH:13][CH:12]=[CH:11][CH:10]=2)=[C:6]([F:15])[CH:5]=[CH:4][C:3]=1[CH:16]([NH2:19])[CH2:17][CH3:18].Cl.[Cl:21][C:22]1[CH:27]=[CH:26][N:25]=[CH:24][CH:23]=1, predict the reaction product. The product is: [ClH:21].[F:1][C:2]1[C:7]([O:8][C:9]2[CH:14]=[CH:13][CH:12]=[CH:11][CH:10]=2)=[C:6]([F:15])[CH:5]=[CH:4][C:3]=1[CH:16]([NH:19][C:22]1[CH:27]=[CH:26][N:25]=[CH:24][CH:23]=1)[CH2:17][CH3:18].